This data is from Forward reaction prediction with 1.9M reactions from USPTO patents (1976-2016). The task is: Predict the product of the given reaction. (1) Given the reactants [Cl:1][C:2]1[CH:7]=[C:6]([F:8])[C:5]([C:9]2[N:10]([C:14]([F:17])([F:16])[F:15])[N:11]=[N:12][CH:13]=2)=[CH:4][C:3]=1SC.ClC1C=C(F)C(C2N(C(F)(F)F)N=NC=2)=CC=1S, predict the reaction product. The product is: [Cl:1][C:2]1[CH:7]=[C:6]([F:8])[C:5]([C:9]2[N:10]([C:14]([F:16])([F:17])[F:15])[N:11]=[N:12][CH:13]=2)=[CH:4][CH:3]=1. (2) The product is: [OH2:11].[CH2:12]([O:11][C:9]1[CH:8]=[CH:7][C:5]2[NH:6][C:2]([S:1][CH2:16][C:17]3[CH:23]=[CH:22][CH:21]=[CH:20][C:18]=3[NH2:19])=[N:3][C:4]=2[CH:10]=1)[CH3:13]. Given the reactants [SH:1][C:2]1[NH:3][C:4]2[CH:10]=[C:9]([O:11][CH2:12][CH3:13])[CH:8]=[CH:7][C:5]=2[N:6]=1.Cl.Cl[CH2:16][C:17]1[CH:23]=[CH:22][CH:21]=[CH:20][C:18]=1[NH2:19], predict the reaction product. (3) Given the reactants [CH3:1][C:2](=[CH:4][CH2:5][CH2:6][C@H:7]([C@@H:9]1[C@:26]2([CH3:27])[C@H:12]([C@H:13]3[C@H:23]([CH2:24][CH2:25]2)[C@:21]2([CH3:22])[C:16](=[CH:17][C:18](=[O:28])[CH2:19][CH2:20]2)[CH:15]=[CH:14]3)[CH2:11][CH2:10]1)[CH3:8])[CH3:3].Cl[O:30]C(C)(C)C.[OH2:35], predict the reaction product. The product is: [O:35]1[CH:5]([CH2:6][C@H:7]([C@@H:9]2[C@:26]3([CH3:27])[C@H:12]([C@H:13]4[C@H:23]([CH2:24][CH2:25]3)[C@:21]3([CH3:22])[C:16](=[CH:17][C:18](=[O:28])[CH2:19][CH2:20]3)[CH2:15][CH2:14]4)[CH2:11][CH2:10]2)[CH3:8])[CH:4]1[C:2]1([O:30][CH2:3]1)[CH3:1]. (4) Given the reactants [Br:1][C:2]1[CH:3]=[C:4]([NH2:18])[C:5]([NH:9][CH2:10][C@H:11]2[CH2:15][O:14][C:13]([CH3:17])([CH3:16])[O:12]2)=[N:6][C:7]=1[CH3:8].N1([C:24](N2C=CN=C2)=[O:25])C=CN=C1.C1COCC1, predict the reaction product. The product is: [Br:1][C:2]1[CH:3]=[C:4]2[NH:18][C:24](=[O:25])[N:9]([CH2:10][C@H:11]3[CH2:15][O:14][C:13]([CH3:16])([CH3:17])[O:12]3)[C:5]2=[N:6][C:7]=1[CH3:8]. (5) Given the reactants [F:1][C:2]1[C:31]([F:32])=[CH:30][CH:29]=[CH:28][C:3]=1[CH2:4][NH:5][C:6]1[C:11]([C:12]([NH2:14])=[O:13])=[CH:10][N:9]=[C:8]([NH:15][C:16]2[CH:21]=[CH:20][C:19]([CH:22]3[CH2:27][CH2:26][NH:25][CH2:24][CH2:23]3)=[CH:18][CH:17]=2)[CH:7]=1.[C:33]([CH2:35][C:36](O)=[O:37])#[N:34].CCN(C(C)C)C(C)C.F[P-](F)(F)(F)(F)F.N1(O[P+](N(C)C)(N(C)C)N(C)C)C2C=CC=CC=2N=N1.C(O)(C(F)(F)F)=O, predict the reaction product. The product is: [C:33]([CH2:35][C:36]([N:25]1[CH2:24][CH2:23][CH:22]([C:19]2[CH:18]=[CH:17][C:16]([NH:15][C:8]3[CH:7]=[C:6]([NH:5][CH2:4][C:3]4[CH:28]=[CH:29][CH:30]=[C:31]([F:32])[C:2]=4[F:1])[C:11]([C:12]([NH2:14])=[O:13])=[CH:10][N:9]=3)=[CH:21][CH:20]=2)[CH2:27][CH2:26]1)=[O:37])#[N:34].